From a dataset of Full USPTO retrosynthesis dataset with 1.9M reactions from patents (1976-2016). Predict the reactants needed to synthesize the given product. (1) The reactants are: [S:1]1[CH:5]=[CH:4][C:3]2[C:6](=O)[CH2:7][CH2:8][C:2]1=2.[N:10]([C:13]1[CH:18]=[CH:17][C:16]([O:19][CH3:20])=[CH:15][CH:14]=1)=[C:11]=S.C[Si](C)(C)[Si](C)(C)C.[Li].O.[NH2:31][NH2:32]. Given the product [S:1]1[CH:5]=[CH:4][C:3]2[C:6]3[NH:31][N:32]=[C:11]([NH:10][C:13]4[CH:18]=[CH:17][C:16]([O:19][CH3:20])=[CH:15][CH:14]=4)[C:7]=3[CH2:8][C:2]1=2, predict the reactants needed to synthesize it. (2) Given the product [N:2]12[CH2:9][CH2:8][CH:5]([CH2:6][CH2:7]1)[CH:4]([C:10]([O:12][CH:35]([C:32]1[CH:31]=[CH:30][C:29]([O:28][CH3:27])=[CH:34][CH:33]=1)[C:37]1[CH:38]=[CH:39][CH:40]=[CH:41][CH:42]=1)=[O:11])[CH2:3]2, predict the reactants needed to synthesize it. The reactants are: Cl.[N:2]12[CH2:9][CH2:8][CH:5]([CH2:6][CH2:7]1)[CH:4]([C:10]([OH:12])=[O:11])[CH2:3]2.C(Cl)CCl.C1C=CC2N(O)N=NC=2C=1.[CH3:27][O:28][C:29]1[CH:34]=[CH:33][C:32]([CH:35]([C:37]2[CH:42]=[CH:41][CH:40]=[CH:39][CH:38]=2)O)=[CH:31][CH:30]=1. (3) Given the product [CH3:31][O:30][C:26]1[CH:25]=[C:24]([CH:29]=[CH:28][CH:27]=1)[C:23]([NH:1][C:2]1[N:22]=[C:5]2[CH:6]=[CH:7][CH:8]=[C:9]([C:10]3[NH:11][CH:12]=[CH:13][CH:14]=3)[N:4]2[N:3]=1)=[O:32], predict the reactants needed to synthesize it. The reactants are: [NH2:1][C:2]1[N:22]=[C:5]2[CH:6]=[CH:7][CH:8]=[C:9]([C:10]3[N:11](C(OC(C)(C)C)=O)[CH:12]=[CH:13][CH:14]=3)[N:4]2[N:3]=1.[C:23](Cl)(=[O:32])[C:24]1[CH:29]=[CH:28][CH:27]=[C:26]([O:30][CH3:31])[CH:25]=1. (4) Given the product [CH3:1][O:2][CH:3]([C:6]1[C:14]2[C:9](=[CH:10][C:11]([C:27]3[CH:28]=[CH:29][C:30]([O:32][CH2:33][O:34][CH2:35][CH2:36][Si:20]([CH3:22])([CH3:21])[CH3:19])=[CH:31][C:26]=3[O:25][CH3:24])=[CH:12][CH:13]=2)[N:8]([CH2:16][O:17][CH2:18][CH2:19][Si:20]([CH3:23])([CH3:22])[CH3:21])[N:7]=1)[O:4][CH3:5], predict the reactants needed to synthesize it. The reactants are: [CH3:1][O:2][CH:3]([C:6]1[C:14]2[C:9](=[CH:10][C:11](I)=[CH:12][CH:13]=2)[N:8]([CH2:16][O:17][CH2:18][CH2:19][Si:20]([CH3:23])([CH3:22])[CH3:21])[N:7]=1)[O:4][CH3:5].[CH3:24][O:25][C:26]1[CH:31]=[C:30]([O:32][CH:33]([Si](C)(C)C)[O:34][CH2:35][CH3:36])[CH:29]=[CH:28][C:27]=1B(O)O.C(=O)([O-])[O-].[Na+].[Na+].CO. (5) Given the product [ClH:23].[CH3:1][O:2][N:3]([CH3:22])[C:4]1[N:9]=[C:8]([NH:10][CH2:11][C:12]2[CH:13]=[CH:14][CH:15]=[CH:16][CH:17]=2)[N:7]=[C:6]([NH:18][CH2:19][C:20]#[CH:21])[N:5]=1, predict the reactants needed to synthesize it. The reactants are: [CH3:1][O:2][N:3]([CH3:22])[C:4]1[N:9]=[C:8]([NH:10][CH2:11][C:12]2[CH:17]=[CH:16][CH:15]=[CH:14][CH:13]=2)[N:7]=[C:6]([NH:18][CH2:19][C:20]#[CH:21])[N:5]=1.[ClH:23].C(OCC)C.Cl.CON(C)C1N=C(NCCC)N=C(NCC#C)N=1.